From a dataset of Full USPTO retrosynthesis dataset with 1.9M reactions from patents (1976-2016). Predict the reactants needed to synthesize the given product. (1) Given the product [CH2:1]([NH:8][CH:9]1[C:17]2[C:12](=[CH:13][CH:14]=[C:15]([F:18])[CH:16]=2)[CH2:11][CH2:10]1)[C:2]1[CH:3]=[CH:4][CH:5]=[CH:6][CH:7]=1, predict the reactants needed to synthesize it. The reactants are: [CH2:1]([N:8]=[C:9]1[C:17]2[C:12](=[CH:13][CH:14]=[C:15]([F:18])[CH:16]=2)[CH2:11][CH2:10]1)[C:2]1[CH:7]=[CH:6][CH:5]=[CH:4][CH:3]=1.[BH4-].[Na+].ClCCl.O. (2) Given the product [CH3:1][O:2][C:3]1[CH:9]=[CH:8][C:7]([N+:10]([O-:12])=[O:11])=[CH:6][C:4]=1[NH:5][C:18](=[O:19])[O:20][C:21]([CH3:24])([CH3:23])[CH3:22], predict the reactants needed to synthesize it. The reactants are: [CH3:1][O:2][C:3]1[CH:9]=[CH:8][C:7]([N+:10]([O-:12])=[O:11])=[CH:6][C:4]=1[NH2:5].C([O-])(O)=O.[Na+].[C:18](O[C:18]([O:20][C:21]([CH3:24])([CH3:23])[CH3:22])=[O:19])([O:20][C:21]([CH3:24])([CH3:23])[CH3:22])=[O:19].C(N(CC)CC)C.Cl. (3) Given the product [CH2:1]([C:3]1[C:19]([O:20][CH2:21][O:22][CH3:23])=[CH:18][C:17]2[CH2:16][CH2:15][CH:14]3[CH:6]([CH2:7][CH2:8][C:9]4([CH3:25])[CH:13]3[CH2:12][CH2:11][CH:10]4[OH:24])[C:5]=2[CH:4]=1)[CH3:2], predict the reactants needed to synthesize it. The reactants are: [CH2:1]([C:3]1[C:19]([O:20][CH2:21][O:22][CH3:23])=[CH:18][C:17]2[CH2:16][CH2:15][CH:14]3[CH:6]([CH2:7][CH2:8][C:9]4([CH3:25])[CH:13]3[CH2:12][CH2:11][C:10]4=[O:24])[C:5]=2[CH:4]=1)[CH3:2].CO.[BH4-].[Na+]. (4) The reactants are: [CH3:1][O:2][C:3]1[C:7]([N+:8]([O-:10])=[O:9])=[CH:6][NH:5][N:4]=1.[C:11]([O:15][C:16]([N:18]1[CH2:22][CH2:21][CH:20](O)C1)=[O:17])([CH3:14])([CH3:13])[CH3:12].N(C(OCC)=O)=NC(OCC)=O. Given the product [CH3:1][O:2][C:3]1[C:7]([N+:8]([O-:10])=[O:9])=[CH:6][N:5]([CH:21]2[CH2:22][N:18]([C:16]([O:15][C:11]([CH3:12])([CH3:13])[CH3:14])=[O:17])[CH2:20]2)[N:4]=1, predict the reactants needed to synthesize it. (5) Given the product [CH3:3][O:4][CH2:5][O:6][C:7]1[CH:23]=[CH:22][C:10]([N:11]([CH3:31])[S:12]([C:15]2[CH:16]=[CH:17][C:18]([CH3:21])=[CH:19][CH:20]=2)(=[O:14])=[O:13])=[C:9]([N+:24]([O-:26])=[O:25])[CH:8]=1, predict the reactants needed to synthesize it. The reactants are: [H-].[Na+].[CH3:3][O:4][CH2:5][O:6][C:7]1[CH:23]=[CH:22][C:10]([NH:11][S:12]([C:15]2[CH:20]=[CH:19][C:18]([CH3:21])=[CH:17][CH:16]=2)(=[O:14])=[O:13])=[C:9]([N+:24]([O-:26])=[O:25])[CH:8]=1.S(OC)(O[CH3:31])(=O)=O.O. (6) Given the product [CH3:12][O:13][C:14]1[CH:15]=[C:16]([NH:17][C:1](=[O:10])[CH:2]=[CH:3][C:4]2[CH:9]=[CH:8][CH:7]=[CH:6][CH:5]=2)[CH:18]=[CH:19][CH:20]=1, predict the reactants needed to synthesize it. The reactants are: [C:1](Cl)(=[O:10])[CH:2]=[CH:3][C:4]1[CH:9]=[CH:8][CH:7]=[CH:6][CH:5]=1.[CH3:12][O:13][C:14]1[CH:15]=[C:16]([CH:18]=[CH:19][CH:20]=1)[NH2:17].C([O-])([O-])=O.[K+].[K+].